From a dataset of Catalyst prediction with 721,799 reactions and 888 catalyst types from USPTO. Predict which catalyst facilitates the given reaction. (1) Reactant: Br.[Cl:2][C:3]1[C:4]([F:17])=[C:5]([C:10]2[N:15]=[CH:14][N:13]=[C:12]([OH:16])[CH:11]=2)[C:6]([F:9])=[CH:7][CH:8]=1. Product: [Cl:2][C:3]1[C:4]([F:17])=[C:5]([C:10]2[N:15]=[CH:14][N:13]=[C:12]([OH:16])[CH:11]=2)[C:6]([F:9])=[CH:7][CH:8]=1. The catalyst class is: 28. (2) Reactant: [OH:1][C:2]1[C:3]2[O:21][N:20]=[C:19]([C:22]3[CH:27]=[CH:26][CH:25]=[CH:24][CH:23]=3)[C:4]=2[C:5]([C:13]#[C:14][Si](C)(C)C)=[N:6][C:7]=1[C:8](OCC)=[O:9].C[O-].[Na+].[NH2:31][CH2:32][C:33]([OH:35])=[O:34]. Product: [C:13]([C:5]1[C:4]2[C:19]([C:22]3[CH:23]=[CH:24][CH:25]=[CH:26][CH:27]=3)=[N:20][O:21][C:3]=2[C:2]([OH:1])=[C:7]([C:8]([NH:31][CH2:32][C:33]([OH:35])=[O:34])=[O:9])[N:6]=1)#[CH:14]. The catalyst class is: 389. (3) Reactant: [CH3:1][O:2][C:3]1[CH:4]=[C:5]2[C:10](=[CH:11][C:12]=1[O:13][CH3:14])[N:9]=[CH:8][CH:7]=[C:6]2[O:15][C:16]1[C:22]([CH3:23])=[CH:21][C:19]([NH2:20])=[C:18]([CH3:24])[CH:17]=1.C1(C)C=CC=CC=1.C(N(CC)CC)C.Cl[C:40](Cl)([O:42]C(=O)OC(Cl)(Cl)Cl)Cl.[Br:51][C:52]1[CH:53]=[C:54]([CH:58]=[CH:59][CH:60]=1)[CH:55]([OH:57])[CH3:56]. Product: [CH3:1][O:2][C:3]1[CH:4]=[C:5]2[C:10](=[CH:11][C:12]=1[O:13][CH3:14])[N:9]=[CH:8][CH:7]=[C:6]2[O:15][C:16]1[C:22]([CH3:23])=[CH:21][C:19]([NH:20][C:40](=[O:42])[O:57][CH:55]([C:54]2[CH:58]=[CH:59][CH:60]=[C:52]([Br:51])[CH:53]=2)[CH3:56])=[C:18]([CH3:24])[CH:17]=1. The catalyst class is: 2. (4) Reactant: [OH:1][CH2:2][CH:3]1[CH2:8][CH2:7][N:6]([C:9]([O:11][C:12]([CH3:15])([CH3:14])[CH3:13])=[O:10])[CH2:5][CH2:4]1.[S:16](Cl)([C:19]1[CH:25]=[CH:24][C:22]([CH3:23])=[CH:21][CH:20]=1)(=[O:18])=[O:17]. Product: [CH3:23][C:22]1[CH:24]=[CH:25][C:19]([S:16]([O:1][CH2:2][CH:3]2[CH2:8][CH2:7][N:6]([C:9]([O:11][C:12]([CH3:15])([CH3:14])[CH3:13])=[O:10])[CH2:5][CH2:4]2)(=[O:18])=[O:17])=[CH:20][CH:21]=1. The catalyst class is: 2. (5) Reactant: [CH3:1][N:2]1[C:6]([NH:7][C:8](=[O:26])[C@@H:9]([NH:17][CH2:18][C:19]([O:21]C(C)(C)C)=[O:20])[CH2:10][C:11]2[CH:16]=[CH:15][CH:14]=[CH:13][CH:12]=2)=[CH:5][C:4]([C:27]2[CH:32]=[CH:31][N:30]=[CH:29][CH:28]=2)=[N:3]1.[ClH:33]. Product: [ClH:33].[ClH:33].[Cl:33][C:31]1[CH:32]=[C:27]([C:4]2[CH:5]=[C:6]([NH:7][C:8](=[O:26])[C@@H:9]([NH:17][CH2:18][C:19]([OH:21])=[O:20])[CH2:10][C:11]3[CH:16]=[CH:15][CH:14]=[CH:13][CH:12]=3)[N:2]([CH3:1])[N:3]=2)[CH:28]=[CH:29][N:30]=1. The catalyst class is: 127.